This data is from Peptide-MHC class I binding affinity with 185,985 pairs from IEDB/IMGT. The task is: Regression. Given a peptide amino acid sequence and an MHC pseudo amino acid sequence, predict their binding affinity value. This is MHC class I binding data. (1) The peptide sequence is VIWGQVPK. The MHC is Mamu-B03 with pseudo-sequence Mamu-B03. The binding affinity (normalized) is 0. (2) The peptide sequence is YLEPGPVTV. The MHC is HLA-A02:01 with pseudo-sequence HLA-A02:01. The binding affinity (normalized) is 0.647. (3) The peptide sequence is LVPNINIL. The MHC is Mamu-A01 with pseudo-sequence Mamu-A01. The binding affinity (normalized) is 0.949. (4) The MHC is Mamu-B03 with pseudo-sequence Mamu-B03. The binding affinity (normalized) is 0.323. The peptide sequence is KDKNKWRMLI. (5) The peptide sequence is GLYEAIEEC. The MHC is HLA-B18:01 with pseudo-sequence HLA-B18:01. The binding affinity (normalized) is 0.0847. (6) The peptide sequence is AVSKNRRQL. The MHC is HLA-B08:01 with pseudo-sequence HLA-B08:01. The binding affinity (normalized) is 0.0847. (7) The peptide sequence is VPRRKAKII. The MHC is HLA-A31:01 with pseudo-sequence HLA-A31:01. The binding affinity (normalized) is 0. (8) The peptide sequence is KIGVICSSY. The MHC is HLA-A26:01 with pseudo-sequence HLA-A26:01. The binding affinity (normalized) is 0.0847. (9) The peptide sequence is YLKPKIWRF. The MHC is HLA-B08:01 with pseudo-sequence HLA-B08:01. The binding affinity (normalized) is 0.808.